Dataset: CYP1A2 inhibition data for predicting drug metabolism from PubChem BioAssay. Task: Regression/Classification. Given a drug SMILES string, predict its absorption, distribution, metabolism, or excretion properties. Task type varies by dataset: regression for continuous measurements (e.g., permeability, clearance, half-life) or binary classification for categorical outcomes (e.g., BBB penetration, CYP inhibition). Dataset: cyp1a2_veith. (1) The molecule is COc1cc2c(cc1O)CC[C@@H]1[C@@H]2CC[C@@]2(C)[C@H](O)CC[C@H]12. The result is 1 (inhibitor). (2) The drug is c1ccc(-c2nccc(-c3ccc(-n4cnc5ccccc54)cc3)n2)nc1. The result is 1 (inhibitor).